This data is from Full USPTO retrosynthesis dataset with 1.9M reactions from patents (1976-2016). The task is: Predict the reactants needed to synthesize the given product. (1) The reactants are: N#N.[CH:3](/[C:11]1[O:12][CH:13]=[C:14]([CH2:16][OH:17])[N:15]=1)=[CH:4]\[C:5]1[CH:10]=[CH:9][CH:8]=[CH:7][CH:6]=1.[C:18]([Si:22](Cl)([CH3:24])[CH3:23])([CH3:21])([CH3:20])[CH3:19].N1C=CN=C1. Given the product [Si:22]([O:17][CH2:16][C:14]1[N:15]=[C:11](/[CH:3]=[CH:4]/[C:5]2[CH:6]=[CH:7][CH:8]=[CH:9][CH:10]=2)[O:12][CH:13]=1)([C:18]([CH3:21])([CH3:20])[CH3:19])([CH3:24])[CH3:23], predict the reactants needed to synthesize it. (2) The reactants are: Br[CH2:2][CH2:3][CH2:4][CH2:5][CH2:6][CH2:7][CH2:8][CH2:9][CH2:10][CH2:11][C:12]([OH:14])=[O:13].[I-:15].[Na+].CC(C)=O. Given the product [I:15][CH2:2][CH2:3][CH2:4][CH2:5][CH2:6][CH2:7][CH2:8][CH2:9][CH2:10][CH2:11][C:12]([OH:14])=[O:13], predict the reactants needed to synthesize it.